From a dataset of Reaction yield outcomes from USPTO patents with 853,638 reactions. Predict the reaction yield, written as a fraction of the theoretical maximum amount of product (1.0 means a 100% yield; for example, 0.34 means a 34% yield). (1) The reactants are [Cl:1][C:2]1[C:11]2[C:6](=[CH:7][CH:8]=[CH:9][C:10]=2[O:12][CH:13]2[CH2:18][CH2:17][N:16]([CH3:19])[CH2:15][CH2:14]2)[N:5]=[CH:4][N:3]=1.[NH2:20][C:21]1[CH:22]=[C:23]2[C:27](=[CH:28][CH:29]=1)[NH:26][N:25]=[CH:24]2. No catalyst specified. The product is [ClH:1].[NH:26]1[C:27]2[C:23](=[CH:22][C:21]([NH:20][C:2]3[C:11]4[C:6](=[CH:7][CH:8]=[CH:9][C:10]=4[O:12][CH:13]4[CH2:18][CH2:17][N:16]([CH3:19])[CH2:15][CH2:14]4)[N:5]=[CH:4][N:3]=3)=[CH:29][CH:28]=2)[CH:24]=[N:25]1. The yield is 0.300. (2) The reactants are Br.[N+:2]([C:5]1[CH:10]=[CH:9][C:8]([CH2:11][C@@H:12]([C:14]2[N:15]=[C:16]([C:19]3[S:20][CH:21]=[CH:22][CH:23]=3)[S:17][CH:18]=2)[NH2:13])=[CH:7][CH:6]=1)([O-:4])=[O:3].CCN(CC)CC.[CH2:31]([N:38]=[C:39]=[O:40])[C:32]1[CH:37]=[CH:36][CH:35]=[CH:34][CH:33]=1. The catalyst is C(Cl)Cl. The product is [CH2:31]([NH:38][C:39]([NH:13][C@H:12]([C:14]1[N:15]=[C:16]([C:19]2[S:20][CH:21]=[CH:22][CH:23]=2)[S:17][CH:18]=1)[CH2:11][C:8]1[CH:7]=[CH:6][C:5]([N+:2]([O-:4])=[O:3])=[CH:10][CH:9]=1)=[O:40])[C:32]1[CH:37]=[CH:36][CH:35]=[CH:34][CH:33]=1. The yield is 0.960. (3) The reactants are [CH3:1][O:2][C:3]1[CH:15]=[C:14]([O:16][CH3:17])[CH:13]=[CH:12][C:4]=1[CH2:5][NH:6][C:7]1[S:8][CH:9]=[CH:10][N:11]=1.C[Si](C)(C)[N-][Si](C)(C)C.[Li+].[CH2:28]([O:30][C:31](=[O:43])[C:32]1[CH:37]=[CH:36][C:35]([S:38](Cl)(=[O:40])=[O:39])=[C:34]([F:42])[CH:33]=1)[CH3:29]. The catalyst is C1COCC1. The product is [CH3:1][O:2][C:3]1[CH:15]=[C:14]([O:16][CH3:17])[CH:13]=[CH:12][C:4]=1[CH2:5][N:6]([C:7]1[S:8][CH:9]=[CH:10][N:11]=1)[S:38]([C:35]1[CH:36]=[CH:37][C:32]([C:31]([O:30][CH2:28][CH3:29])=[O:43])=[CH:33][C:34]=1[F:42])(=[O:39])=[O:40]. The yield is 0.440. (4) The reactants are Cl[CH:2]([CH:18]1[CH2:23][CH2:22][CH2:21][CH2:20][CH2:19]1)[C:3]1[C:11]2[C:6](=[CH:7][CH:8]=[CH:9][CH:10]=2)[N:5]([CH:12]2[CH2:17][CH2:16][CH2:15][CH2:14][CH2:13]2)[N:4]=1.[NH2:24][C:25]1[CH:30]=[CH:29][C:28]([C:31]([NH:33][CH2:34][CH2:35][C:36]([O:38]CC)=[O:37])=[O:32])=[CH:27][CH:26]=1. No catalyst specified. The product is [CH:18]1([CH:2]([NH:24][C:25]2[CH:26]=[CH:27][C:28]([C:31]([NH:33][CH2:34][CH2:35][C:36]([OH:38])=[O:37])=[O:32])=[CH:29][CH:30]=2)[C:3]2[C:11]3[C:6](=[CH:7][CH:8]=[CH:9][CH:10]=3)[N:5]([CH:12]3[CH2:17][CH2:16][CH2:15][CH2:14][CH2:13]3)[N:4]=2)[CH2:23][CH2:22][CH2:21][CH2:20][CH2:19]1. The yield is 0.720. (5) The product is [CH2:17]([NH:16][C:2]1[N:10]=[C:9]([Cl:11])[CH:8]=[CH:7][C:3]=1[C:4]([NH2:6])=[O:5])[C:18]1[CH:13]=[CH:14][CH:15]=[CH:23][CH:19]=1. The catalyst is C(#N)C. The reactants are Cl[C:2]1[N:10]=[C:9]([Cl:11])[CH:8]=[CH:7][C:3]=1[C:4]([NH2:6])=[O:5].Cl[C:13]1[C:18]([C:19](N)=O)=[CH:17][N:16]=[C:15](Cl)[CH:14]=1.[CH2:23](N(CC)CC)C. The yield is 0.540.